From a dataset of Reaction yield outcomes from USPTO patents with 853,638 reactions. Predict the reaction yield, written as a fraction of the theoretical maximum amount of product (1.0 means a 100% yield; for example, 0.34 means a 34% yield). The reactants are Br[C:2]1[CH:7]=[CH:6][CH:5]=[C:4]([CH3:8])[N:3]=1.[CH:9]1([C:15]#[CH:16])[CH2:14][CH2:13][CH2:12][CH2:11][CH2:10]1.CCCCCC. The catalyst is COCCOC.C(OCC)(=O)C.Cl[Pd](Cl)([P](C1C=CC=CC=1)(C1C=CC=CC=1)C1C=CC=CC=1)[P](C1C=CC=CC=1)(C1C=CC=CC=1)C1C=CC=CC=1. The product is [CH:9]1([C:15]#[C:16][C:2]2[CH:7]=[CH:6][CH:5]=[C:4]([CH3:8])[N:3]=2)[CH2:14][CH2:13][CH2:12][CH2:11][CH2:10]1. The yield is 0.770.